From a dataset of Forward reaction prediction with 1.9M reactions from USPTO patents (1976-2016). Predict the product of the given reaction. (1) Given the reactants [CH3:1][O:2][C:3](=[O:32])[C@H:4]([CH2:28][CH2:29][S:30][CH3:31])[NH:5][C:6](=[O:27])[C:7]1[CH:12]=[CH:11][C:10]([CH2:13][NH:14][C:15]2[CH:16]=[N:17][CH:18]=[CH:19][CH:20]=2)=[CH:9][C:8]=1[C:21]1[CH:26]=[CH:25][CH:24]=[CH:23][CH:22]=1.[ClH:33], predict the reaction product. The product is: [ClH:33].[CH3:1][O:2][C:3](=[O:32])[C@H:4]([CH2:28][CH2:29][S:30][CH3:31])[NH:5][C:6](=[O:27])[C:7]1[CH:12]=[CH:11][C:10]([CH2:13][NH:14][C:15]2[CH:16]=[N:17][CH:18]=[CH:19][CH:20]=2)=[CH:9][C:8]=1[C:21]1[CH:26]=[CH:25][CH:24]=[CH:23][CH:22]=1. (2) Given the reactants CCCC[N+](CCCC)(CCCC)CCCC.[F-].[CH2:19]([O:26][C@@H:27]1[C@@H:35]([CH:36]=[O:37])[O:34][C@H:33]2[C@H:29]([N:30]=[C:31]([N:38]([CH3:46])[C:39](=[O:45])[O:40][C:41]([CH3:44])([CH3:43])[CH3:42])[S:32]2)[C@H:28]1[O:47][CH2:48][C:49]1[CH:54]=[CH:53][CH:52]=[CH:51][CH:50]=1)[C:20]1[CH:25]=[CH:24][CH:23]=[CH:22][CH:21]=1.[Si]([C:59]([F:62])([F:61])[F:60])(C)(C)C, predict the reaction product. The product is: [CH2:19]([O:26][C@@H:27]1[C@@H:35]([C@@H:36]([OH:37])[C:59]([F:62])([F:61])[F:60])[O:34][C@H:33]2[C@H:29]([N:30]=[C:31]([N:38]([CH3:46])[C:39](=[O:45])[O:40][C:41]([CH3:42])([CH3:44])[CH3:43])[S:32]2)[C@H:28]1[O:47][CH2:48][C:49]1[CH:50]=[CH:51][CH:52]=[CH:53][CH:54]=1)[C:20]1[CH:21]=[CH:22][CH:23]=[CH:24][CH:25]=1. (3) Given the reactants [F:1][C:2]([F:13])([F:12])[C:3]1[CH:4]=[C:5]([N:9]=[C:10]=[O:11])[CH:6]=[CH:7][CH:8]=1.[NH2:14][C:15]1[CH:20]=[CH:19][C:18]([N:21]2[CH:29]=[N:28][C:27]3[C:22]2=[N:23][CH:24]=[N:25][C:26]=3[NH2:30])=[CH:17][CH:16]=1.C(N(CC)CC)C, predict the reaction product. The product is: [NH2:30][C:26]1[N:25]=[CH:24][N:23]=[C:22]2[C:27]=1[N:28]=[CH:29][N:21]2[C:18]1[CH:17]=[CH:16][C:15]([NH:14][C:10]([NH:9][C:5]2[CH:6]=[CH:7][CH:8]=[C:3]([C:2]([F:12])([F:13])[F:1])[CH:4]=2)=[O:11])=[CH:20][CH:19]=1. (4) Given the reactants [C:1]1([N:7]([CH2:30][CH2:31][C:32]([O:34]CC)=[O:33])[C:8]([C:10]2[CH:11]=[CH:12][C:13]3[S:17][C:16]([CH2:18][NH:19][C:20]4[CH:25]=[CH:24][C:23]([C:26](=[NH:28])[NH2:27])=[CH:22][CH:21]=4)=[N:15][C:14]=3[CH:29]=2)=[O:9])[CH:6]=[CH:5][CH:4]=[CH:3][CH:2]=1.[OH-].[Na+].Cl, predict the reaction product. The product is: [C:1]1([N:7]([CH2:30][CH2:31][C:32]([OH:34])=[O:33])[C:8]([C:10]2[CH:11]=[CH:12][C:13]3[S:17][C:16]([CH2:18][NH:19][C:20]4[CH:25]=[CH:24][C:23]([C:26](=[NH:27])[NH2:28])=[CH:22][CH:21]=4)=[N:15][C:14]=3[CH:29]=2)=[O:9])[CH:6]=[CH:5][CH:4]=[CH:3][CH:2]=1. (5) Given the reactants [CH3:1][C:2]1[CH:7]=[CH:6][C:5]([N:8]([Si:16]([CH3:19])([CH3:18])[CH3:17])[C:9](=[O:15])[O:10][C:11]([CH3:14])([CH3:13])[CH3:12])=[CH:4][C:3]=1[Si:20]([CH3:23])([CH3:22])[CH3:21].[Br:24]N1C(=O)CCC1=O.N(C(C)(C)C#N)=NC(C)(C)C#N, predict the reaction product. The product is: [Br:24][CH2:1][C:2]1[CH:7]=[CH:6][C:5]([N:8]([Si:16]([CH3:19])([CH3:18])[CH3:17])[C:9](=[O:15])[O:10][C:11]([CH3:14])([CH3:12])[CH3:13])=[CH:4][C:3]=1[Si:20]([CH3:23])([CH3:22])[CH3:21]. (6) Given the reactants [CH3:1][O:2][C:3]1[C:4]([CH3:17])=[C:5]([C:8]([O:15][CH3:16])=[C:9]([O:13][CH3:14])[C:10]=1[O:11][CH3:12])[CH:6]=[O:7].[CH2:18]([O:25][C:26]1[CH:27]=[C:28](Br)[CH:29]=[CH:30][CH:31]=1)[C:19]1[CH:24]=[CH:23][CH:22]=[CH:21][CH:20]=1.[Mg].[Cl-].[NH4+], predict the reaction product. The product is: [CH3:1][O:2][C:3]1[C:4]([CH3:17])=[C:5]([CH:6]([C:28]2[CH:29]=[CH:30][CH:31]=[C:26]([O:25][CH2:18][C:19]3[CH:24]=[CH:23][CH:22]=[CH:21][CH:20]=3)[CH:27]=2)[OH:7])[C:8]([O:15][CH3:16])=[C:9]([O:13][CH3:14])[C:10]=1[O:11][CH3:12]. (7) Given the reactants CS(O[CH2:6][CH2:7][O:8][C@H:9]1[CH2:14][CH2:13][C@H:12]([N:15]2[C:20](=[O:21])[C:19]([CH2:22][C:23]3[CH:28]=[CH:27][C:26]([C:29]4[CH:34]=[CH:33][CH:32]=[CH:31][C:30]=4[C:35]#[N:36])=[CH:25][CH:24]=3)=[C:18]([CH2:37][CH2:38][CH3:39])[N:17]3[N:40]=[CH:41][N:42]=[C:16]23)[CH2:11][CH2:10]1)(=O)=O.[CH3:43][C@H:44]1[O:49][C@@H:48]([CH3:50])[CH2:47][NH:46][CH2:45]1.[I-].[Na+], predict the reaction product. The product is: [CH3:50][C@H:48]1[O:49][C@@H:44]([CH3:43])[CH2:45][N:46]([CH2:6][CH2:7][O:8][C@H:9]2[CH2:14][CH2:13][C@H:12]([N:15]3[C:20](=[O:21])[C:19]([CH2:22][C:23]4[CH:28]=[CH:27][C:26]([C:29]5[C:30]([C:35]#[N:36])=[CH:31][CH:32]=[CH:33][CH:34]=5)=[CH:25][CH:24]=4)=[C:18]([CH2:37][CH2:38][CH3:39])[N:17]4[N:40]=[CH:41][N:42]=[C:16]34)[CH2:11][CH2:10]2)[CH2:47]1. (8) The product is: [F:22][C:12]1[CH:11]=[C:10]([O:9][CH2:8][C:7]2[S:6][C:5]([C:23]3[CH:28]=[CH:27][C:26]([C:29]([F:32])([F:31])[F:30])=[CH:25][CH:24]=3)=[N:4][C:3]=2[CH2:2][N:41]2[CH2:24][CH2:25][CH:26]([C:29]([F:32])([F:31])[F:30])[CH2:40][CH2:39]2)[CH:15]=[CH:14][C:13]=1[C:16]1[NH:20][C:19](=[O:21])[O:18][N:17]=1. Given the reactants Br[CH2:2][C:3]1[N:4]=[C:5]([C:23]2[CH:28]=[CH:27][C:26]([C:29]([F:32])([F:31])[F:30])=[CH:25][CH:24]=2)[S:6][C:7]=1[CH2:8][O:9][C:10]1[CH:15]=[CH:14][C:13]([C:16]2[NH:20][C:19](=[O:21])[O:18][N:17]=2)=[C:12]([F:22])[CH:11]=1.C(=O)([O-])[O-].[K+].[K+].[C:39](#[N:41])[CH3:40], predict the reaction product. (9) Given the reactants C1(S([CH:10]([F:12])[F:11])(=O)=O)C=CC=CC=1.Cl[Si:14]([CH2:19][CH3:20])([CH2:17][CH3:18])[CH2:15][CH3:16], predict the reaction product. The product is: [F:12][CH:10]([Si:14]([CH2:19][CH3:20])([CH2:17][CH3:18])[CH2:15][CH3:16])[F:11].